Regression. Given a peptide amino acid sequence and an MHC pseudo amino acid sequence, predict their binding affinity value. This is MHC class II binding data. From a dataset of Peptide-MHC class II binding affinity with 134,281 pairs from IEDB. The peptide sequence is QGFIFFFLFNILTGK. The MHC is DRB4_0103 with pseudo-sequence DRB4_0103. The binding affinity (normalized) is 0.478.